This data is from Reaction yield outcomes from USPTO patents with 853,638 reactions. The task is: Predict the reaction yield, written as a fraction of the theoretical maximum amount of product (1.0 means a 100% yield; for example, 0.34 means a 34% yield). (1) The reactants are [S:1]([O:8]S(C(F)(F)F)(=O)=O)([C:4]([F:7])([F:6])[F:5])(=[O:3])=[O:2].O[C:17]1[CH:34]=[CH:33][C:20]2[CH2:21][CH2:22][N:23]([C:26]([O:28][C:29]([CH3:32])([CH3:31])[CH3:30])=[O:27])[CH2:24][CH2:25][C:19]=2[C:18]=1[CH3:35].N1C=CC=CC=1. The catalyst is C(Cl)Cl. The product is [CH3:35][C:18]1[C:19]2[CH2:25][CH2:24][N:23]([C:26]([O:28][C:29]([CH3:32])([CH3:31])[CH3:30])=[O:27])[CH2:22][CH2:21][C:20]=2[CH:33]=[CH:34][C:17]=1[O:8][S:1]([C:4]([F:7])([F:6])[F:5])(=[O:3])=[O:2]. The yield is 0.850. (2) The reactants are C(OCCN1CC[N:12]([C:15](=[O:19])[CH2:16][CH2:17][CH3:18])CC1)(=O)CCC.[OH:20][CH2:21][CH2:22][N:23]1[CH2:28][CH2:27]N[CH2:25][CH2:24]1.C(Cl)(Cl)[Cl:30]. No catalyst specified. The product is [ClH:30].[N:23]1([CH2:24][CH2:25][CH:16]([CH2:17][CH3:18])[C:15]([NH2:12])=[O:19])[CH2:22][CH2:21][O:20][CH2:27][CH2:28]1. The yield is 0.940. (3) The reactants are [Br:1][C:2]1[C:3]([C:8]([NH:10][C:11]2[C:12]([OH:17])=[N:13][CH:14]=[CH:15][CH:16]=2)=O)=[N:4][O:5][C:6]=1[CH3:7].P(Cl)(Cl)(Cl)=O.[OH-].[Na+]. The catalyst is O. The product is [Br:1][C:2]1[C:3]([C:8]2[O:17][C:12]3[C:11]([N:10]=2)=[CH:16][CH:15]=[CH:14][N:13]=3)=[N:4][O:5][C:6]=1[CH3:7]. The yield is 0.210. (4) The reactants are Br[C:2]1[C:10]2[C:5](=[CH:6][CH:7]=[C:8]([C:11]#[N:12])[CH:9]=2)[N:4]([CH:13]2[CH2:18][CH2:17][CH2:16][CH2:15][O:14]2)[N:3]=1.[NH2:19][C:20]1[CH:21]=[C:22](B(O)O)[CH:23]=[CH:24][CH:25]=1.ClCCl.P([O-])([O-])([O-])=O.[K+].[K+].[K+]. The catalyst is COCCOC.C1(P(C2C=CC=CC=2)[C-]2C=CC=C2)C=CC=CC=1.[C-]1(P(C2C=CC=CC=2)C2C=CC=CC=2)C=CC=C1.[Fe+2]. The product is [NH2:19][C:20]1[CH:25]=[C:24]([C:2]2[C:10]3[C:5](=[CH:6][CH:7]=[C:8]([C:11]#[N:12])[CH:9]=3)[N:4]([CH:13]3[CH2:18][CH2:17][CH2:16][CH2:15][O:14]3)[N:3]=2)[CH:23]=[CH:22][CH:21]=1. The yield is 0.870. (5) The reactants are [CH3:1][O:2][C:3]1[CH:4]=[C:5]([CH2:11][CH2:12][C:13]([OH:15])=O)[CH:6]=[CH:7][C:8]=1[O:9][CH3:10]. The catalyst is O. The product is [CH3:1][O:2][C:3]1[CH:4]=[C:5]2[C:6](=[CH:7][C:8]=1[O:9][CH3:10])[C:13](=[O:15])[CH2:12][CH2:11]2. The yield is 0.900. (6) The reactants are [Cl:1][C:2]1[C:11]([N+:12]([O-])=O)=[CH:10][CH:9]=[CH:8][C:3]=1[C:4]([O:6][CH3:7])=[O:5]. The catalyst is CO.[Ni]. The product is [NH2:12][C:11]1[C:2]([Cl:1])=[C:3]([CH:8]=[CH:9][CH:10]=1)[C:4]([O:6][CH3:7])=[O:5]. The yield is 0.835. (7) The reactants are [N:1]1[C:10]2[C:5](=[CH:6][CH:7]=[C:8]([NH:11][C:12](=[O:14])[CH3:13])[CH:9]=2)[CH:4]=[CH:3][CH:2]=1.[OH-].[Na+]. No catalyst specified. The product is [N:1]1[C:10]2[CH2:9][CH:8]([NH:11][C:12](=[O:14])[CH3:13])[CH2:7][CH2:6][C:5]=2[CH:4]=[CH:3][CH:2]=1. The yield is 0.250. (8) The reactants are [CH3:1][O:2][C:3]1[CH:8]=[CH:7][CH:6]=[CH:5][C:4]=1[NH:9][C:10](=O)[CH2:11][O:12][C:13]1[CH:18]=[CH:17][C:16]([O:19][C:20]2[C:29]3[C:24](=[CH:25][C:26]([O:32][CH3:33])=[C:27]([O:30][CH3:31])[CH:28]=3)[N:23]=[CH:22][CH:21]=2)=[CH:15][CH:14]=1.Cl.[OH-].[Na+]. The catalyst is O1CCCC1. The product is [CH3:31][O:30][C:27]1[CH:28]=[C:29]2[C:24](=[CH:25][C:26]=1[O:32][CH3:33])[N:23]=[CH:22][CH:21]=[C:20]2[O:19][C:16]1[CH:15]=[CH:14][C:13]([O:12][CH2:11][CH2:10][NH:9][C:4]2[CH:5]=[CH:6][CH:7]=[CH:8][C:3]=2[O:2][CH3:1])=[CH:18][CH:17]=1. The yield is 0.600. (9) The reactants are N[C:2]1[CH:3]=[C:4]([NH:17][C:18](=[O:20])[CH3:19])[CH:5]=[CH:6][C:7]=1[C:8]([CH3:16])([CH3:15])[CH2:9][O:10][CH2:11][CH2:12][O:13][CH3:14].N([O-])=[O:22].[Na+]. The catalyst is OS(O)(=O)=O. The product is [OH:22][C:2]1[CH:3]=[C:4]([NH:17][C:18](=[O:20])[CH3:19])[CH:5]=[CH:6][C:7]=1[C:8]([CH3:16])([CH3:15])[CH2:9][O:10][CH2:11][CH2:12][O:13][CH3:14]. The yield is 0.380. (10) The reactants are [F:1][C:2]1[CH:7]=[CH:6][C:5]([CH2:8][C:9]2[CH:18]=[C:17]3[C:12]([C:13]([OH:26])=[C:14]([C:21](OCC)=[O:22])[C:15](=[O:20])[N:16]3[CH3:19])=[N:11][CH:10]=2)=[CH:4][CH:3]=1.[NH2:27][CH2:28][C@@H:29]([OH:32])[CH2:30][OH:31]. No catalyst specified. The product is [OH:32][C@@H:29]([CH2:30][OH:31])[CH2:28][NH:27][C:21]([C:14]1[C:15](=[O:20])[N:16]([CH3:19])[C:17]2[C:12]([C:13]=1[OH:26])=[N:11][CH:10]=[C:9]([CH2:8][C:5]1[CH:4]=[CH:3][C:2]([F:1])=[CH:7][CH:6]=1)[CH:18]=2)=[O:22]. The yield is 0.680.